Dataset: Catalyst prediction with 721,799 reactions and 888 catalyst types from USPTO. Task: Predict which catalyst facilitates the given reaction. (1) Reactant: [CH3:1][S:2]([C:5]1[CH:27]=[CH:26][C:8]([O:9][C:10]2[CH:11]=[C:12]([OH:25])[CH:13]=[C:14]([B:16]3[O:20][C:19]([CH3:22])([CH3:21])[C:18]([CH3:24])([CH3:23])[O:17]3)[CH:15]=2)=[CH:7][CH:6]=1)(=[O:4])=[O:3].[CH3:28][O:29][CH2:30][C@H:31](O)[CH3:32].C1(P(C2C=CC=CC=2)C2C=CC=CC=2)C=CC=CC=1.N(C(OCC)=O)=NC(OCC)=O. Product: [CH3:28][O:29][CH2:30][C@H:31]([CH3:32])[O:25][C:12]1[CH:13]=[C:14]([B:16]2[O:17][C:18]([CH3:23])([CH3:24])[C:19]([CH3:21])([CH3:22])[O:20]2)[CH:15]=[C:10]([O:9][C:8]2[CH:26]=[CH:27][C:5]([S:2]([CH3:1])(=[O:4])=[O:3])=[CH:6][CH:7]=2)[CH:11]=1. The catalyst class is: 355. (2) Reactant: C(O[C:4](=[O:20])[CH2:5][CH:6]1[CH2:11][CH2:10][CH:9]([CH3:12])[CH2:8][N:7]1[C:13]([O:15][C:16]([CH3:19])([CH3:18])[CH3:17])=[O:14])C.[CH2:21]([Mg]Br)[CH3:22].S(=O)(=O)(O)O. Product: [OH:20][C:4]1([CH2:5][CH:6]2[CH2:11][CH2:10][CH:9]([CH3:12])[CH2:8][N:7]2[C:13]([O:15][C:16]([CH3:17])([CH3:18])[CH3:19])=[O:14])[CH2:22][CH2:21]1. The catalyst class is: 27. (3) Reactant: [ClH:1].C(OC([NH:9][CH2:10][CH2:11][NH:12][C:13]([C:15]1[CH:20]=[CH:19][C:18]([C:21]2[C:26]([O:27][CH3:28])=[CH:25][CH:24]=[C:23]([CH2:29][C@H:30]([NH:45][C:46]([C@H:48]3[CH2:53][CH2:52][C@H:51]([CH2:54][NH:55]C(=O)OC(C)(C)C)[CH2:50][CH2:49]3)=[O:47])[C:31](=[O:44])[NH:32][C:33]3[CH:38]=[CH:37][C:36]([C:39]4[N:40]=[N:41][NH:42][N:43]=4)=[CH:35][CH:34]=3)[CH:22]=2)=[C:17]([CH3:63])[CH:16]=1)=[O:14])=O)(C)(C)C. Product: [ClH:1].[NH2:9][CH2:10][CH2:11][NH:12][C:13]([C:15]1[CH:20]=[CH:19][C:18]([C:21]2[CH:22]=[C:23]([CH2:29][C@H:30]([NH:45][C:46]([C@H:48]3[CH2:53][CH2:52][C@H:51]([CH2:54][NH2:55])[CH2:50][CH2:49]3)=[O:47])[C:31](=[O:44])[NH:32][C:33]3[CH:38]=[CH:37][C:36]([C:39]4[N:43]=[N:42][NH:41][N:40]=4)=[CH:35][CH:34]=3)[CH:24]=[CH:25][C:26]=2[O:27][CH3:28])=[C:17]([CH3:63])[CH:16]=1)=[O:14]. The catalyst class is: 12.